This data is from Forward reaction prediction with 1.9M reactions from USPTO patents (1976-2016). The task is: Predict the product of the given reaction. (1) Given the reactants [CH2:1]([C@H:3]1[N:12]([CH:13]([CH3:15])[CH3:14])[C:11]2[N:10]=[C:9]([NH:16][C:17]3[CH:18]=[CH:19][C:20]([C:26]([OH:28])=O)=[C:21]4[C:25]=3[O:24][CH2:23][CH2:22]4)[N:8]=[CH:7][C:6]=2[N:5]([CH3:29])[C:4]1=[O:30])[CH3:2].F[B-](F)(F)F.N1(OC(N(C)C)=[N+](C)C)C2C=CC=CC=2N=N1.C(N(C(C)C)CC)(C)C.[CH3:62][O:63][C@H:64]([CH2:67][N:68]1[CH2:73][CH2:72][N:71]([CH3:74])[CH2:70][CH2:69]1)[CH2:65][NH2:66].C(=O)([O-])[O-].[Na+].[Na+], predict the reaction product. The product is: [CH2:1]([C@H:3]1[N:12]([CH:13]([CH3:14])[CH3:15])[C:11]2[N:10]=[C:9]([NH:16][C:17]3[CH:18]=[CH:19][C:20]([C:26]([NH:66][CH2:65][C@H:64]([O:63][CH3:62])[CH2:67][N:68]4[CH2:73][CH2:72][N:71]([CH3:74])[CH2:70][CH2:69]4)=[O:28])=[C:21]4[C:25]=3[O:24][CH2:23][CH2:22]4)[N:8]=[CH:7][C:6]=2[N:5]([CH3:29])[C:4]1=[O:30])[CH3:2]. (2) Given the reactants [CH3:1][N:2]1[C:7]2[CH:8]=[CH:9][CH:10]=[C:11]([CH2:12][CH:13]3[CH2:18][CH2:17][NH:16][CH2:15][CH2:14]3)[C:6]=2[O:5][CH2:4][C:3]1=[O:19].Br[CH2:21][CH2:22][O:23][C:24]1[CH:33]=[C:32]([Cl:34])[CH:31]=[C:30]2[C:25]=1[CH:26]=[CH:27][C:28]([CH3:35])=[N:29]2, predict the reaction product. The product is: [Cl:34][C:32]1[CH:31]=[C:30]2[C:25]([CH:26]=[CH:27][C:28]([CH3:35])=[N:29]2)=[C:24]([O:23][CH2:22][CH2:21][N:16]2[CH2:17][CH2:18][CH:13]([CH2:12][C:11]3[C:6]4[O:5][CH2:4][C:3](=[O:19])[N:2]([CH3:1])[C:7]=4[CH:8]=[CH:9][CH:10]=3)[CH2:14][CH2:15]2)[CH:33]=1. (3) Given the reactants C1C(=O)N([Br:8])C(=O)C1.[CH:9]([C:12]1[CH:18]=[CH:17][CH:16]=[C:15]([CH:19]([CH3:21])[CH3:20])[C:13]=1[NH2:14])([CH3:11])[CH3:10].O, predict the reaction product. The product is: [Br:8][C:17]1[CH:18]=[C:12]([CH:9]([CH3:11])[CH3:10])[C:13]([NH2:14])=[C:15]([CH:19]([CH3:21])[CH3:20])[CH:16]=1. (4) The product is: [O:1]=[S:2]1(=[O:20])[CH2:6][CH2:5][CH2:4][N:3]1[C:7]1[CH:8]=[C:9]2[C:13](=[CH:14][CH:15]=1)[NH:12][N:11]=[C:10]2[NH:16][C:17](=[N:27][OH:28])[CH3:18]. Given the reactants [O:1]=[S:2]1(=[O:20])[CH2:6][CH2:5][CH2:4][N:3]1[C:7]1[CH:8]=[C:9]2[C:13](=[CH:14][CH:15]=1)[NH:12][N:11]=[C:10]2[NH:16][C:17](=S)[CH3:18].C(=O)(O)[O-].[Na+].Cl.[NH2:27][OH:28], predict the reaction product.